Dataset: Full USPTO retrosynthesis dataset with 1.9M reactions from patents (1976-2016). Task: Predict the reactants needed to synthesize the given product. (1) The reactants are: [NH:1]1[C:9]2[C:4](=[CH:5][CH:6]=[CH:7][CH:8]=2)[CH:3]=[C:2]1[CH2:10][OH:11].[Cr](Cl)([O-])(=O)=O.[NH+]1C=CC=CC=1. Given the product [NH:1]1[C:9]2[C:4](=[CH:5][CH:6]=[CH:7][CH:8]=2)[CH:3]=[C:2]1[CH:10]=[O:11], predict the reactants needed to synthesize it. (2) Given the product [CH3:27][C:28]1[N:29]=[CH:30][C:31]([CH2:34][NH:35][C:24]([C:10]2[CH:9]=[C:8]([C:5]3[CH:4]=[CH:3][C:2]([CH3:1])=[CH:7][CH:6]=3)[CH:13]=[C:12]([N:14]3[C:22]4[C:17](=[CH:18][CH:19]=[CH:20][CH:21]=4)[CH2:16][C:15]3=[O:23])[CH:11]=2)=[O:25])=[N:32][CH:33]=1, predict the reactants needed to synthesize it. The reactants are: [CH3:1][C:2]1[CH:7]=[CH:6][C:5]([C:8]2[CH:13]=[C:12]([N:14]3[C:22]4[C:17](=[CH:18][CH:19]=[CH:20][CH:21]=4)[CH2:16][C:15]3=[O:23])[CH:11]=[C:10]([C:24](O)=[O:25])[CH:9]=2)=[CH:4][CH:3]=1.[CH3:27][C:28]1[N:29]=[CH:30][C:31]([CH2:34][NH2:35])=[N:32][CH:33]=1.C1C=NC2N(O)N=NC=2C=1.CN1CCOCC1.CCN=C=NCCCN(C)C. (3) Given the product [NH:26]1[C:27]2[C:23](=[CH:22][CH:21]=[C:20]([NH:19][C:12]3[N:11]=[C:10]([N:5]4[CH2:6][CH2:7][CH2:8][CH2:9][CH:4]4[CH2:3][CH2:2][OH:1])[CH:15]=[C:14]([CH2:16][CH2:17][CH3:18])[N:13]=3)[CH:28]=2)[CH2:24][CH2:25]1, predict the reactants needed to synthesize it. The reactants are: [OH:1][CH2:2][CH2:3][CH:4]1[CH2:9][CH2:8][CH2:7][CH2:6][N:5]1[C:10]1[CH:15]=[C:14]([CH2:16][CH2:17][CH3:18])[N:13]=[C:12]([NH:19][C:20]2[CH:28]=[C:27]3[C:23]([CH2:24][CH2:25][N:26]3C(=O)C)=[CH:22][CH:21]=2)[N:11]=1.Cl.[OH-].[Na+]. (4) Given the product [C:31]([O:35][C:36]([N:38]1[CH2:50][C@@H:49]([CH3:51])[N:48]2[C@H:40]([CH2:41][C:42]3[C:47]2=[N:46][C:45]([C@H:52]([O:54][CH3:55])[CH3:53])=[C:44]([CH:2]=[O:3])[CH:43]=3)[CH2:39]1)=[O:37])([CH3:34])([CH3:33])[CH3:32], predict the reactants needed to synthesize it. The reactants are: C[CH2:2][O:3]C(C1N(C(OC(C)(C)C)=O)C2=NC=C(OC(=O)C3C=CC=CC=3)C=C2C=1)=O.[C:31]([O:35][C:36]([N:38]1[CH2:50][C@@H:49]([CH3:51])[N:48]2[C@H:40]([CH2:41][C:42]3[C:47]2=[N:46][C:45]([C@H:52]([O:54][CH3:55])[CH3:53])=[C:44](Br)[CH:43]=3)[CH2:39]1)=[O:37])([CH3:34])([CH3:33])[CH3:32]. (5) Given the product [N:80]([CH2:51][CH:52]1[CH2:56][C:55]2[CH:57]=[CH:58][CH:59]=[C:60]([C:61]3[CH:66]=[CH:65][CH:64]=[CH:63][C:62]=3[O:67][CH3:68])[C:54]=2[O:53]1)=[N+:81]=[N-:82], predict the reactants needed to synthesize it. The reactants are: CC1C=CC(S(OCC2CC3C=CC=C(Br)C=3O2)(=O)=O)=CC=1.COC1C=CC=CC=1B(O)O.C(=O)([O-])[O-].[K+].[K+].CC1C=CC(S(O[CH2:51][CH:52]2[CH2:56][C:55]3[CH:57]=[CH:58][CH:59]=[C:60]([C:61]4[CH:66]=[CH:65][CH:64]=[CH:63][C:62]=4[O:67][CH3:68])[C:54]=3[O:53]2)(=O)=O)=CC=1.S(C1C=CC(C)=CC=1)([O-])(=O)=O.[N-:80]=[N+:81]=[N-:82].[Na+]. (6) The reactants are: [NH2:1][C:2]1[N:10]=[CH:9][CH:8]=[CH:7][C:3]=1[C:4]([OH:6])=O.ON1C2C=CC=CC=2N=N1.CCN=C=NCCCN(C)C.[CH2:32]([C:35]1[CH:49]=[CH:48][C:38]([O:39][C:40]2[CH:47]=[CH:46][C:43]([CH2:44][NH2:45])=[CH:42][CH:41]=2)=[CH:37][CH:36]=1)[CH2:33][CH3:34].C(=O)(O)[O-].[Na+]. Given the product [CH2:32]([C:35]1[CH:49]=[CH:48][C:38]([O:39][C:40]2[CH:47]=[CH:46][C:43]([CH2:44][NH:45][C:4](=[O:6])[C:3]3[CH:7]=[CH:8][CH:9]=[N:10][C:2]=3[NH2:1])=[CH:42][CH:41]=2)=[CH:37][CH:36]=1)[CH2:33][CH3:34], predict the reactants needed to synthesize it.